From a dataset of NCI-60 drug combinations with 297,098 pairs across 59 cell lines. Regression. Given two drug SMILES strings and cell line genomic features, predict the synergy score measuring deviation from expected non-interaction effect. (1) Drug 1: C1=CC(=CC=C1CCC2=CNC3=C2C(=O)NC(=N3)N)C(=O)NC(CCC(=O)O)C(=O)O. Drug 2: C(=O)(N)NO. Cell line: T-47D. Synergy scores: CSS=4.27, Synergy_ZIP=0.581, Synergy_Bliss=2.54, Synergy_Loewe=-1.30, Synergy_HSA=1.36. (2) Drug 1: CC1C(C(CC(O1)OC2CC(CC3=C2C(=C4C(=C3O)C(=O)C5=C(C4=O)C(=CC=C5)OC)O)(C(=O)C)O)N)O.Cl. Drug 2: C1=NC(=NC(=O)N1C2C(C(C(O2)CO)O)O)N. Cell line: UACC62. Synergy scores: CSS=25.1, Synergy_ZIP=1.06, Synergy_Bliss=7.76, Synergy_Loewe=9.22, Synergy_HSA=10.1. (3) Drug 1: CC(C)(C#N)C1=CC(=CC(=C1)CN2C=NC=N2)C(C)(C)C#N. Drug 2: CN(CC1=CN=C2C(=N1)C(=NC(=N2)N)N)C3=CC=C(C=C3)C(=O)NC(CCC(=O)O)C(=O)O. Cell line: HL-60(TB). Synergy scores: CSS=56.6, Synergy_ZIP=4.47, Synergy_Bliss=4.04, Synergy_Loewe=-6.21, Synergy_HSA=-0.890.